From a dataset of Forward reaction prediction with 1.9M reactions from USPTO patents (1976-2016). Predict the product of the given reaction. (1) Given the reactants [Br:1][C:2]1[CH:3]=[CH:4][C:5]2[N:6]([C:8]([C:12]3[CH:17]=[C:16](Cl)[N:15]=[C:14]([CH3:19])[N:13]=3)=[C:9]([Cl:11])[N:10]=2)[CH:7]=1.[NH3:20].CO, predict the reaction product. The product is: [Br:1][C:2]1[CH:3]=[CH:4][C:5]2[N:6]([C:8]([C:12]3[N:13]=[C:14]([CH3:19])[N:15]=[C:16]([NH2:20])[CH:17]=3)=[C:9]([Cl:11])[N:10]=2)[CH:7]=1. (2) Given the reactants [C:1]([O:5][C:6]([N:8]1[C@@:12]([CH3:16])([C:13]([OH:15])=O)[CH2:11][O:10][C:9]1([CH3:18])[CH3:17])=[O:7])([CH3:4])([CH3:3])[CH3:2].CN(C(ON1N=NC2C=CC=NC1=2)=[N+](C)C)C.F[P-](F)(F)(F)(F)F.C(N(C(C)C)CC)(C)C.[CH2:52]([O:60][C:61]1[CH:70]=[CH:69][C:64]([C:65]([NH:67][NH2:68])=[O:66])=[CH:63][C:62]=1[C:71]([F:74])([F:73])[F:72])[CH2:53][CH2:54][CH2:55][CH2:56][CH2:57][CH2:58][CH3:59], predict the reaction product. The product is: [CH3:17][C:9]1([CH3:18])[N:8]([C:6]([O:5][C:1]([CH3:2])([CH3:3])[CH3:4])=[O:7])[C@:12]([CH3:16])([C:13]([NH:68][NH:67][C:65](=[O:66])[C:64]2[CH:69]=[CH:70][C:61]([O:60][CH2:52][CH2:53][CH2:54][CH2:55][CH2:56][CH2:57][CH2:58][CH3:59])=[C:62]([C:71]([F:72])([F:74])[F:73])[CH:63]=2)=[O:15])[CH2:11][O:10]1.